The task is: Predict the reaction yield, written as a fraction of the theoretical maximum amount of product (1.0 means a 100% yield; for example, 0.34 means a 34% yield).. This data is from Reaction yield outcomes from USPTO patents with 853,638 reactions. (1) The reactants are C([O:3][C:4]([C:6]1[C:10]([CH3:11])=[C:9]([CH:12]=[O:13])[NH:8][C:7]=1[CH3:14])=[O:5])C.[OH-].[K+].Cl. The catalyst is CO.O. The product is [CH:12]([C:9]1[NH:8][C:7]([CH3:14])=[C:6]([C:4]([OH:5])=[O:3])[C:10]=1[CH3:11])=[O:13]. The yield is 0.930. (2) The reactants are [CH3:1][O:2][C:3](=[O:15])[C:4]([CH2:12][C:13]#[N:14])([CH2:9][CH2:10][CH3:11])[C:5]([O:7]C)=[O:6].C(O)C(N)(CO)CO.[OH-].[Na+].S(=O)(=O)(O)O.O=[Si]=O. The catalyst is O1CCCC1.C(OCC)(=O)C. The product is [CH3:1][O:2][C:3](=[O:15])[C@:4]([CH2:12][C:13]#[N:14])([CH2:9][CH2:10][CH3:11])[C:5]([OH:7])=[O:6]. The yield is 0.971. (3) The reactants are [ClH:1].O1CCOCC1.[Br:8][C:9]1[S:13][C:12]([C:14]([N:16]2[CH2:21][CH2:20][N:19](C(OC(C)(C)C)=O)[CH2:18][CH:17]2[CH2:29][O:30][C:31]2[CH:32]=[N:33][CH:34]=[CH:35][CH:36]=2)=[O:15])=[CH:11][CH:10]=1. The catalyst is CO. The product is [ClH:1].[ClH:1].[Br:8][C:9]1[S:13][C:12]([C:14]([N:16]2[CH2:21][CH2:20][NH:19][CH2:18][CH:17]2[CH2:29][O:30][C:31]2[CH:32]=[N:33][CH:34]=[CH:35][CH:36]=2)=[O:15])=[CH:11][CH:10]=1. The yield is 0.590. (4) The reactants are [Al+3].[Cl-].[Cl-].[Cl-].[Br:5][C:6]1[C:11]([C:12]2(O)[CH2:16][CH2:15][CH2:14][CH2:13]2)=[CH:10][CH:9]=[CH:8][N:7]=1.[OH-].[Na+].[F:20][C:21]1[CH:26]=[CH:25][CH:24]=[CH:23][CH:22]=1. No catalyst specified. The product is [Br:5][C:6]1[C:11]([C:12]2([C:24]3[CH:25]=[CH:26][C:21]([F:20])=[CH:22][CH:23]=3)[CH2:16][CH2:15][CH2:14][CH2:13]2)=[CH:10][CH:9]=[CH:8][N:7]=1. The yield is 0.690. (5) The reactants are [C:1]([N:4]1[C:11]2[CH:12]=[CH:13][CH:14]=[CH:15][C:10]=2[CH:9]=[CH:8][C:7]2[N:16]=[C:17](Cl)[C:18]([F:20])=[CH:19][C:6]=2[CH2:5]1)(=[O:3])[CH3:2].C([O-])([O-])=O.[Na+].[Na+].[CH3:28][O:29][C:30]1[CH:35]=[CH:34][C:33](B2OC(C)(C)C(C)(C)O2)=[CH:32][N:31]=1.CCOC(C)=O. The catalyst is C1(C)C=CC=CC=1.CCO.C1C=CC([P]([Pd]([P](C2C=CC=CC=2)(C2C=CC=CC=2)C2C=CC=CC=2)([P](C2C=CC=CC=2)(C2C=CC=CC=2)C2C=CC=CC=2)[P](C2C=CC=CC=2)(C2C=CC=CC=2)C2C=CC=CC=2)(C2C=CC=CC=2)C2C=CC=CC=2)=CC=1.O. The product is [C:1]([N:4]1[C:11]2[CH:12]=[CH:13][CH:14]=[CH:15][C:10]=2[CH:9]=[CH:8][C:7]2[N:16]=[C:17]([C:33]3[CH:32]=[N:31][C:30]([O:29][CH3:28])=[CH:35][CH:34]=3)[C:18]([F:20])=[CH:19][C:6]=2[CH2:5]1)(=[O:3])[CH3:2]. The yield is 0.960. (6) The reactants are C(O)(=O)C.[CH2:5]([O:12][C:13]1[CH:14]=[CH:15][C:16]([C:19](=O)[CH2:20][C:21](=O)[C:22]([O:24][CH2:25][CH3:26])=[O:23])=[N:17][CH:18]=1)[C:6]1[CH:11]=[CH:10][CH:9]=[CH:8][CH:7]=1.[NH:29]([C:31]1[CH:32]=[CH:33][C:34]([O:37][CH3:38])=[N:35][CH:36]=1)[NH2:30].C(=O)(O)[O-].[Na+]. The catalyst is C(O)C.C(OCC)(=O)C. The product is [CH2:5]([O:12][C:13]1[CH:14]=[CH:15][C:16]([C:19]2[N:29]([C:31]3[CH:36]=[N:35][C:34]([O:37][CH3:38])=[CH:33][CH:32]=3)[N:30]=[C:21]([C:22]([O:24][CH2:25][CH3:26])=[O:23])[CH:20]=2)=[N:17][CH:18]=1)[C:6]1[CH:11]=[CH:10][CH:9]=[CH:8][CH:7]=1. The yield is 0.830. (7) The reactants are [Cl:1][C:2]1[CH:18]=[CH:17][CH:16]=[C:15]([Cl:19])[C:3]=1[C:4]([NH:6][C:7]1[CH:12]=[CH:11][N:10]=[C:9]([Cl:13])[C:8]=1[F:14])=O.S(Cl)([Cl:22])=O. The catalyst is C1(C)C=CC=CC=1. The product is [Cl:1][C:2]1[CH:18]=[CH:17][CH:16]=[C:15]([Cl:19])[C:3]=1[C:4]([Cl:22])=[N:6][C:7]1[CH:12]=[CH:11][N:10]=[C:9]([Cl:13])[C:8]=1[F:14]. The yield is 1.00.